This data is from Reaction yield outcomes from USPTO patents with 853,638 reactions. The task is: Predict the reaction yield, written as a fraction of the theoretical maximum amount of product (1.0 means a 100% yield; for example, 0.34 means a 34% yield). (1) The reactants are [CH3:1][S:2]([NH:5][C:6]1[CH:21]=[CH:20][C:9]2[NH:10][C:11]([CH2:16][C:17](O)=[O:18])=[N:12][S:13](=[O:15])(=[O:14])[C:8]=2[CH:7]=1)(=[O:4])=[O:3].C([O:24][C:25]([C@H:27]1[C@@H:32]([NH:33][CH2:34][C:35]2[CH:40]=[CH:39][C:38]([F:41])=[CH:37][CH:36]=2)[C@H:31]2[CH2:42][C@@H:28]1[CH2:29][CH2:30]2)=O)C.CN1CCOCC1.Cl.CN(C)CCCN=C=NCC.C(N(CC)CC)C. The catalyst is C(#N)C. The product is [F:41][C:38]1[CH:37]=[CH:36][C:35]([CH2:34][N:33]2[C:17](=[O:18])[C:16]([C:11]3[NH:10][C:9]4[CH:20]=[CH:21][C:6]([NH:5][S:2]([CH3:1])(=[O:4])=[O:3])=[CH:7][C:8]=4[S:13](=[O:14])(=[O:15])[N:12]=3)=[C:25]([OH:24])[C@H:27]3[C@@H:32]2[C@H:31]2[CH2:42][C@@H:28]3[CH2:29][CH2:30]2)=[CH:40][CH:39]=1. The yield is 0.780. (2) The reactants are CO[CH:3](OC)[CH2:4][N:5]([CH:16]1[CH2:21][CH2:20][N:19]([C:22]([O:24][C:25]([CH3:28])([CH3:27])[CH3:26])=[O:23])[CH2:18][CH2:17]1)[C:6]([NH:8][C:9]1[CH:14]=[CH:13][CH:12]=[CH:11][C:10]=1[F:15])=[O:7].CS(O)(=O)=O.C(=O)([O-])[O-].[Na+].[Na+].C(OC(OC(C)(C)C)=O)(OC(C)(C)C)=O. The catalyst is O.C(=O)(O)[O-].[Na+].O1CCOCC1. The product is [F:15][C:10]1[CH:11]=[CH:12][CH:13]=[CH:14][C:9]=1[N:8]1[CH:3]=[CH:4][N:5]([CH:16]2[CH2:17][CH2:18][N:19]([C:22]([O:24][C:25]([CH3:28])([CH3:27])[CH3:26])=[O:23])[CH2:20][CH2:21]2)[C:6]1=[O:7]. The yield is 0.640. (3) The reactants are [F:1][C:2]1[CH:19]=[CH:18][C:5]([CH2:6][C:7]2[C:16]3[C:11](=[CH:12][CH:13]=[CH:14][CH:15]=3)[C:10](=[O:17])[NH:9][N:8]=2)=[CH:4][C:3]=1[C:20]([N:22]1[CH2:25][CH:24]([OH:26])[CH2:23]1)=[O:21]. The catalyst is ClCCl.O1CCOCC1. The product is [F:1][C:2]1[CH:19]=[CH:18][C:5]([CH2:6][C:7]2[C:16]3[C:11](=[CH:12][CH:13]=[CH:14][CH:15]=3)[C:10](=[O:17])[NH:9][N:8]=2)=[CH:4][C:3]=1[C:20]([N:22]1[CH2:25][C:24](=[O:26])[CH2:23]1)=[O:21]. The yield is 0.810. (4) The catalyst is CN(C=O)C.C(OCC)(=O)C.O1CCOCC1. The product is [ClH:56].[ClH:56].[NH2:20][CH2:21][CH2:22][CH2:23][O:24][C:25]1[CH:26]=[C:27]([C@@:31]([OH:41])([C:35]2[CH:40]=[CH:39][CH:38]=[CH:37][CH:36]=2)[C:32]([O:55][CH:52]2[CH2:53][CH2:54][N:49]([CH2:42][C:43]3[CH:44]=[CH:45][CH:46]=[CH:47][CH:48]=3)[CH2:50][CH2:51]2)=[O:33])[CH:28]=[CH:29][CH:30]=1. The yield is 0.570. The reactants are C(N1C=CN=C1)(N1C=CN=C1)=O.C(OC([NH:20][CH2:21][CH2:22][CH2:23][O:24][C:25]1[CH:26]=[C:27]([C@@:31]([OH:41])([C:35]2[CH:40]=[CH:39][CH:38]=[CH:37][CH:36]=2)[C:32](O)=[O:33])[CH:28]=[CH:29][CH:30]=1)=O)(C)(C)C.[CH2:42]([N:49]1[CH2:54][CH2:53][CH:52]([OH:55])[CH2:51][CH2:50]1)[C:43]1[CH:48]=[CH:47][CH:46]=[CH:45][CH:44]=1.[ClH:56]. (5) The reactants are [F:1][C:2]1[CH:7]=[C:6]([S:8][CH3:9])[CH:5]=[CH:4][C:3]=1[NH:10][C:11]1[C:12]([C:19]([O:21]C)=O)=[N:13][N:14]([CH3:18])[C:15](=[O:17])[CH:16]=1.[CH:23]([O:25][CH2:26][CH2:27][O:28][NH2:29])=[CH2:24].[Li+].C[Si]([N-][Si](C)(C)C)(C)C. The catalyst is C1COCC1. The product is [F:1][C:2]1[CH:7]=[C:6]([S:8][CH3:9])[CH:5]=[CH:4][C:3]=1[NH:10][C:11]1[C:12]([C:19]([NH:29][O:28][CH2:27][CH2:26][O:25][CH:23]=[CH2:24])=[O:21])=[N:13][N:14]([CH3:18])[C:15](=[O:17])[CH:16]=1. The yield is 0.990. (6) The reactants are [CH2:1]([C:3]1[O:7][C:6]([C:8]([O:10]C)=[O:9])=[CH:5][C:4]=1[C:12]1[N:16]([CH3:17])[N:15]=[CH:14][CH:13]=1)[CH3:2].[Cl:18]N1C(=O)CCC1=O.[OH-].[Na+]. The catalyst is O1CCCC1. The product is [Cl:18][C:13]1[CH:14]=[N:15][N:16]([CH3:17])[C:12]=1[C:4]1[CH:5]=[C:6]([C:8]([OH:10])=[O:9])[O:7][C:3]=1[CH2:1][CH3:2]. The yield is 0.628.